From a dataset of Peptide-MHC class I binding affinity with 185,985 pairs from IEDB/IMGT. Regression. Given a peptide amino acid sequence and an MHC pseudo amino acid sequence, predict their binding affinity value. This is MHC class I binding data. (1) The peptide sequence is SNFTSTTVK. The MHC is HLA-B44:02 with pseudo-sequence HLA-B44:02. The binding affinity (normalized) is 0.160. (2) The peptide sequence is QLEVRSTEV. The MHC is HLA-A23:01 with pseudo-sequence HLA-A23:01. The binding affinity (normalized) is 0.0847. (3) The peptide sequence is TPRIANRLL. The MHC is HLA-B18:01 with pseudo-sequence HLA-B18:01. The binding affinity (normalized) is 0.0847. (4) The peptide sequence is RFRCVGPAP. The MHC is HLA-A26:03 with pseudo-sequence HLA-A26:03. The binding affinity (normalized) is 0.0847. (5) The peptide sequence is LPPVVAKEI. The MHC is HLA-A26:01 with pseudo-sequence HLA-A26:01. The binding affinity (normalized) is 0. (6) The peptide sequence is GFLGPLLVL. The MHC is Patr-A0901 with pseudo-sequence Patr-A0901. The binding affinity (normalized) is 0.346. (7) The peptide sequence is REFEAQNVP. The MHC is HLA-A26:01 with pseudo-sequence HLA-A26:01. The binding affinity (normalized) is 0.0847.